Task: Predict the reactants needed to synthesize the given product.. Dataset: Full USPTO retrosynthesis dataset with 1.9M reactions from patents (1976-2016) (1) Given the product [CH3:15][O:14][C:8]1[CH:7]=[C:6]([CH:5]([N:16]2[C:24](=[O:25])[C:23]3[C:18](=[CH:19][CH:20]=[CH:21][C:22]=3[N:26]3[CH2:31][CH2:30][N:29]([C@@H:32]([C:34]4[CH:35]=[CH:36][CH:37]=[CH:38][CH:39]=4)[CH3:33])[CH2:28][CH2:27]3)[C:17]2=[O:40])[CH2:4][CH2:3][CH2:2][NH:1][S:52]([C:48]2[S:47][CH:51]=[CH:50][CH:49]=2)(=[O:54])=[O:53])[CH:11]=[CH:10][C:9]=1[O:12][CH3:13], predict the reactants needed to synthesize it. The reactants are: [NH2:1][CH2:2][CH2:3][CH2:4][CH:5]([N:16]1[C:24](=[O:25])[C:23]2[C:18](=[CH:19][CH:20]=[CH:21][C:22]=2[N:26]2[CH2:31][CH2:30][N:29]([C@@H:32]([C:34]3[CH:39]=[CH:38][CH:37]=[CH:36][CH:35]=3)[CH3:33])[CH2:28][CH2:27]2)[C:17]1=[O:40])[C:6]1[CH:11]=[CH:10][C:9]([O:12][CH3:13])=[C:8]([O:14][CH3:15])[CH:7]=1.C(=O)([O-])[O-].[K+].[K+].[S:47]1[CH:51]=[CH:50][CH:49]=[C:48]1[S:52](Cl)(=[O:54])=[O:53]. (2) Given the product [Cl:1][C:2]1[CH:3]=[C:4]([CH:20]=[CH:21][CH:22]=1)[CH2:5][NH:6][C:7]([C:8]1[CH:13]=[CH:12][C:11]2[C:10]([CH:9]=1)=[N:16][N:32]([CH2:31][CH:30]([C:25]1[CH:26]=[CH:27][CH:28]=[CH:29][C:24]=1[F:23])[N:33]1[CH2:37][CH2:36][CH2:35][CH2:34]1)[CH:14]=2)=[O:19], predict the reactants needed to synthesize it. The reactants are: [Cl:1][C:2]1[CH:3]=[C:4]([CH:20]=[CH:21][CH:22]=1)[CH2:5][NH:6][C:7](=[O:19])[C:8]1[CH:13]=[CH:12][C:11]([CH:14]=O)=[C:10]([N+:16]([O-])=O)[CH:9]=1.[F:23][C:24]1[CH:29]=[CH:28][CH:27]=[CH:26][C:25]=1[CH:30]([N:33]1[CH2:37][CH2:36][CH2:35][CH2:34]1)[CH2:31][NH2:32].N1C2C(=CC=CC=2)C=N1. (3) Given the product [I:16][C:2]1[CH:3]=[C:4]2[C:8](=[CH:9][CH:10]=1)[NH:7][N:6]=[CH:5]2, predict the reactants needed to synthesize it. The reactants are: N[C:2]1[CH:3]=[C:4]2[C:8](=[CH:9][CH:10]=1)[NH:7][N:6]=[CH:5]2.Cl.N([O-])=O.[Na+].[I-:16].[K+].[OH-].[Na+].C(=O)(O)[O-].[Na+]. (4) Given the product [CH3:17][C@@H:13]1[CH2:12][CH2:11][CH2:10][CH2:16][C@H:14]1[O:15][C:2](=[O:3])[O:4][CH:5]([Cl:7])[CH3:6], predict the reactants needed to synthesize it. The reactants are: Cl[C:2]([O:4][CH:5]([Cl:7])[CH3:6])=[O:3].CC1(C)[C:13]2([CH2:17]S(O)(=O)=O)[C:14]([CH2:16][CH:10]1[CH2:11][CH2:12]2)=[O:15].N1C=CC=CC=1.C[C@@H]1CCCC[C@H]1O. (5) Given the product [CH3:1][N:2]1[N:8]=[C:7]([OH:9])[C:5](=[O:6])[N:4]=[C:3]1[S:10][CH2:11][C:12]1[CH2:33][S:32][C@@H:15]2[C@H:16]([NH:19][C:20](/[C:22](/[C:26]3[N:30]=[C:29]([NH2:31])[S:28][CH:27]=3)=[N:23]\[O:24][CH3:25])=[O:21])[C:17](=[O:18])[N:14]2[C:13]=1[C:34]([O-:36])=[O:35].[Na+:51], predict the reactants needed to synthesize it. The reactants are: [CH3:1][N:2]1[N:8]=[C:7]([OH:9])[C:5](=[O:6])[N:4]=[C:3]1[S:10][CH2:11][C:12]1[CH2:33][S:32][C@@H:15]2[C@H:16]([NH:19][C:20](/[C:22](/[C:26]3[N:30]=[C:29]([NH2:31])[S:28][CH:27]=3)=[N:23]\[O:24][CH3:25])=[O:21])[C:17](=[O:18])[N:14]2[C:13]=1[C:34]([OH:36])=[O:35].C(N(CC)CC)C.O.O.O.C([O-])(=O)C.[Na+:51]. (6) Given the product [Cl:1][C:2]1[C:7]([C:8]2[CH:9]=[C:10]([CH:14]([OH:20])[C:15]([N:17]([CH3:19])[CH3:18])=[O:16])[CH:11]=[N:12][CH:13]=2)=[CH:6][N:5]=[C:4]2[N:21]([CH2:32][O:33][CH2:34][CH2:35][Si:36]([CH3:39])([CH3:37])[CH3:38])[CH:22]=[C:23]([C:24]3[CH:29]=[CH:28][CH:27]=[CH:26][C:25]=3[O:30][CH3:31])[C:3]=12, predict the reactants needed to synthesize it. The reactants are: [Cl:1][C:2]1[C:7]([C:8]2[CH:9]=[C:10]([C:14](=[O:20])[C:15]([N:17]([CH3:19])[CH3:18])=[O:16])[CH:11]=[N:12][CH:13]=2)=[CH:6][N:5]=[C:4]2[N:21]([CH2:32][O:33][CH2:34][CH2:35][Si:36]([CH3:39])([CH3:38])[CH3:37])[CH:22]=[C:23]([C:24]3[CH:29]=[CH:28][CH:27]=[CH:26][C:25]=3[O:30][CH3:31])[C:3]=12.Cl. (7) Given the product [N:12]1[C:11]2[C:5]3[CH:6]=[CH:7][CH:8]=[CH:9][C:10]=3[C:26](=[O:25])[NH:19][C:15]=2[S:14][CH:13]=1, predict the reactants needed to synthesize it. The reactants are: S(Cl)(Cl)=O.[C:5]1([C:11]2[N:12]=[CH:13][S:14][C:15]=2C(O)=O)[CH:10]=[CH:9][CH:8]=[CH:7][CH:6]=1.[N-:19]=[N+]=[N-].[Na+].C([O:25][CH2:26]C)C.